From a dataset of M1 muscarinic receptor antagonist screen with 61,756 compounds. Binary Classification. Given a drug SMILES string, predict its activity (active/inactive) in a high-throughput screening assay against a specified biological target. (1) The result is 0 (inactive). The drug is O=c1n2CCCCCc2nc2c1ccc(c2)C(=O)N(c1ccccc1)C. (2) The result is 0 (inactive). The molecule is S(=O)(=O)(Nc1ccc(cc1)C(OCC)=O)c1cc2oc(=O)n(c2cc1)C. (3) The compound is o1nc(nc1c1c(cccc1)C(=O)Nc1cccnc1)c1ccc(OC)cc1. The result is 0 (inactive). (4) The molecule is S(CCOC(=O)c1[nH]c2CC(C(C(=O)c2c1C)C(OC)=O)C)C. The result is 0 (inactive). (5) The compound is O=C(Nc1nccc(c1)C)CCc1c(n2ncnc2nc1C)C. The result is 0 (inactive). (6) The molecule is O=c1n2[nH]c(cc2nc(c1)C(OCC)=O)c1ccc(cc1)C. The result is 0 (inactive).